From a dataset of Peptide-MHC class I binding affinity with 185,985 pairs from IEDB/IMGT. Regression. Given a peptide amino acid sequence and an MHC pseudo amino acid sequence, predict their binding affinity value. This is MHC class I binding data. (1) The peptide sequence is TLFIDRGSI. The MHC is HLA-A02:02 with pseudo-sequence HLA-A02:02. The binding affinity (normalized) is 0.293. (2) The peptide sequence is VIQRYVSL. The MHC is H-2-Db with pseudo-sequence H-2-Db. The binding affinity (normalized) is 0.583. (3) The peptide sequence is AAIDRQVSV. The MHC is HLA-A02:03 with pseudo-sequence HLA-A02:03. The binding affinity (normalized) is 0.730.